Predict the product of the given reaction. From a dataset of Forward reaction prediction with 1.9M reactions from USPTO patents (1976-2016). (1) Given the reactants [CH2:1]([O:3][C:4]1[C:5](=[O:10])[CH2:6][CH2:7][CH2:8][CH:9]=1)[CH3:2].[Li]N([Si](C)(C)C)[Si](C)(C)C.[CH2:21]([O:23][C:24](=[O:30])[C:25](OCC)=[O:26])[CH3:22].Cl, predict the reaction product. The product is: [CH2:1]([O:3][C:4]1[C:5](=[O:10])[CH:6]([C:25](=[O:26])[C:24]([O:23][CH2:21][CH3:22])=[O:30])[CH2:7][CH2:8][CH:9]=1)[CH3:2]. (2) Given the reactants [C:1]([O:4][C:5]1[C:6](=[CH:10][CH:11]=[CH:12][CH:13]=1)[C:7](O)=[O:8])(=[O:3])[CH3:2].C(Cl)(=O)C([Cl:17])=O, predict the reaction product. The product is: [C:1]([O:4][C:5]1[C:6](=[CH:10][CH:11]=[CH:12][CH:13]=1)[C:7]([Cl:17])=[O:8])(=[O:3])[CH3:2].